This data is from Catalyst prediction with 721,799 reactions and 888 catalyst types from USPTO. The task is: Predict which catalyst facilitates the given reaction. (1) Reactant: [C:1]([O:5][C:6](=[O:19])[NH:7][CH2:8][CH2:9][CH2:10][N:11]([C:13]1[S:17][N:16]=[C:15](Cl)[N:14]=1)[CH3:12])([CH3:4])([CH3:3])[CH3:2].[NH:20]1[CH:24]=[CH:23][N:22]=[CH:21]1.[H-].[Na+]. Product: [C:1]([O:5][C:6](=[O:19])[NH:7][CH2:8][CH2:9][CH2:10][N:11]([C:13]1[S:17][N:16]=[C:15]([N:20]2[CH:24]=[CH:23][N:22]=[CH:21]2)[N:14]=1)[CH3:12])([CH3:4])([CH3:3])[CH3:2]. The catalyst class is: 550. (2) Reactant: [CH2:1]([O:8][C:9]([N:11]1[CH2:16][CH2:15][N:14]([C:17](=[O:25])[C@H:18]([OH:24])[CH2:19][C:20]([O:22]C)=O)[CH2:13][CH2:12]1)=[O:10])[C:2]1[CH:7]=[CH:6][CH:5]=[CH:4][CH:3]=1.[CH3:26][Mg+].[Br-]. Product: [CH2:1]([O:8][C:9]([N:11]1[CH2:12][CH2:13][N:14]([C:17](=[O:25])[C@H:18]([OH:24])[CH2:19][C:20](=[O:22])[CH3:26])[CH2:15][CH2:16]1)=[O:10])[C:2]1[CH:3]=[CH:4][CH:5]=[CH:6][CH:7]=1. The catalyst class is: 1.